Dataset: Full USPTO retrosynthesis dataset with 1.9M reactions from patents (1976-2016). Task: Predict the reactants needed to synthesize the given product. (1) The reactants are: [CH:1]([C:4]1[CH:8]=[C:7]([CH:9]([CH3:11])[CH3:10])[N:6]([CH:12]2[CH2:17][CH2:16][C:15](=[O:18])[CH2:14][CH2:13]2)[N:5]=1)([CH3:3])[CH3:2].[BH4-].[Na+].Cl. Given the product [CH:1]([C:4]1[CH:8]=[C:7]([CH:9]([CH3:11])[CH3:10])[N:6]([C@H:12]2[CH2:13][CH2:14][C@H:15]([OH:18])[CH2:16][CH2:17]2)[N:5]=1)([CH3:2])[CH3:3].[CH:1]([C:4]1[CH:8]=[C:7]([CH:9]([CH3:11])[CH3:10])[N:6]([C@@H:12]2[CH2:13][CH2:14][C@H:15]([OH:18])[CH2:16][CH2:17]2)[N:5]=1)([CH3:2])[CH3:3], predict the reactants needed to synthesize it. (2) Given the product [NH3:2].[CH2:54]([N:55]([CH2:57][CH:23]1[CH2:22][CH2:24]1)[C:13](=[O:15])[CH2:12][NH:11][C:6]1[CH:7]=[CH:8][CH:9]=[C:10]2[C:5]=1[CH:4]=[CH:3][N:2]=[CH:1]2)[C:34]1[CH:49]=[CH:38][CH:37]=[CH:36][CH:35]=1, predict the reactants needed to synthesize it. The reactants are: [CH:1]1[C:10]2[C:5](=[C:6]([NH:11][CH2:12][C:13]([OH:15])=O)[CH:7]=[CH:8][CH:9]=2)[CH:4]=[CH:3][N:2]=1.CCN([CH:22]([CH3:24])[CH3:23])C(C)C.CN(C(ON1N=N[C:35]2[CH:36]=[CH:37][CH:38]=N[C:34]1=2)=[N+](C)C)C.F[P-](F)(F)(F)(F)F.[C:49]([O-])(O)=O.[Na+].[CH3:54][N:55]([CH:57]=O)C. (3) Given the product [Br:1][C:2]1[CH:3]=[C:4]([NH:9][C:10]2[C:19]3[C:14](=[CH:15][N:16]=[C:17]([NH:30][CH2:29][C:25]4[CH:24]=[N:23][CH:28]=[CH:27][CH:26]=4)[CH:18]=3)[N:13]=[CH:12][C:11]=2[C:21]#[N:22])[CH:5]=[CH:6][C:7]=1[CH3:8], predict the reactants needed to synthesize it. The reactants are: [Br:1][C:2]1[CH:3]=[C:4]([NH:9][C:10]2[C:19]3[C:14](=[CH:15][N:16]=[C:17](F)[CH:18]=3)[N:13]=[CH:12][C:11]=2[C:21]#[N:22])[CH:5]=[CH:6][C:7]=1[CH3:8].[N:23]1[CH:28]=[CH:27][CH:26]=[C:25]([CH2:29][NH2:30])[CH:24]=1. (4) Given the product [C:39]([C:36]1[CH:37]=[CH:38][C:33]([N:30]2[CH2:31][CH2:32][CH:27]([C:25]([OH:26])=[O:62])[CH2:28][CH2:29]2)=[N:34][CH:35]=1)#[N:40].[Cl:1][C:2]1[CH:7]=[CH:6][C:5]([C@@H:8]2[C@@H:13]([C@@H:14]([O:16][C:17]3[CH:22]=[CH:21][CH:20]=[C:19]([F:70])[CH:18]=3)[CH3:15])[CH2:12][CH2:11][N:10]([C:25]([CH:27]3[CH2:32][CH2:31][N:30]([C:33]4[CH:38]=[CH:37][C:36]([C:39]#[N:40])=[CH:35][N:34]=4)[CH2:29][CH2:28]3)=[O:26])[CH2:9]2)=[CH:4][CH:3]=1, predict the reactants needed to synthesize it. The reactants are: [Cl:1][C:2]1[CH:7]=[CH:6][C:5]([C@@H:8]2[C@@H:13]([C@@H:14]([O:16][C:17]3[CH:22]=[CH:21][C:20](Cl)=[C:19](Cl)[CH:18]=3)[CH3:15])[CH2:12][CH2:11][N:10]([C:25]([CH:27]3[CH2:32][CH2:31][N:30]([C:33]4[CH:38]=[CH:37][C:36]([C:39]#[N:40])=[CH:35][N:34]=4)[CH2:29][CH2:28]3)=[O:26])[CH2:9]2)=[CH:4][CH:3]=1.N1CCCCC1.C(N1CC[C@H]([C@H]([OH:62])C)[C@@H](C2C=CC(Cl)=CC=2)C1)C1C=CC=CC=1.[F:70]C1C=C(O)C=CC=1.ClC(OC(Cl)=O)C.CCN(C(C)C)C(C)C. (5) Given the product [CH3:25][O:24][C:7]1[CH:6]=[CH:5][C:4]2[N:3]=[C:2]([NH:35][C:34]3[CH:36]=[CH:37][CH:38]=[CH:39][C:33]=3[O:26][C:27]3[CH:28]=[CH:29][CH:30]=[CH:31][CH:32]=3)[C:11]3=[N:12][NH:13][CH:14]=[C:10]3[C:9]=2[CH:8]=1, predict the reactants needed to synthesize it. The reactants are: Cl[C:2]1[C:11]2=[N:12][N:13](CC3C=CC(OC)=CC=3)[CH:14]=[C:10]2[C:9]2[CH:8]=[C:7]([O:24][CH3:25])[CH:6]=[CH:5][C:4]=2[N:3]=1.[O:26]([C:33]1[CH:39]=[CH:38][CH:37]=[CH:36][C:34]=1[NH2:35])[C:27]1[CH:32]=[CH:31][CH:30]=[CH:29][CH:28]=1.Cl. (6) The reactants are: [Cl:1][C:2]1[CH:14]=[C:13]([CH3:15])[C:5]2[C:6]([CH3:12])=[N:7][NH:8][S:9](=[O:11])(=[O:10])[C:4]=2[C:3]=1[Cl:16]. Given the product [Cl:1][C:2]1[CH:14]=[C:13]([CH3:15])[C:5]2[CH:6]([CH3:12])[NH:7][NH:8][S:9](=[O:11])(=[O:10])[C:4]=2[C:3]=1[Cl:16], predict the reactants needed to synthesize it. (7) The reactants are: [CH2:1]([O:3][C:4](=[O:24])[C:5]([N:21]=[N+]=[N-])=[CH:6][C:7]1[CH:12]=[CH:11][C:10]([O:13][CH2:14][C:15]2[CH:20]=[CH:19][CH:18]=[CH:17][CH:16]=2)=[CH:9][CH:8]=1)[CH3:2]. Given the product [CH2:1]([O:3][C:4]([C:5]1[NH:21][C:12]2[C:7]([CH:6]=1)=[CH:8][CH:9]=[C:10]([O:13][CH2:14][C:15]1[CH:20]=[CH:19][CH:18]=[CH:17][CH:16]=1)[CH:11]=2)=[O:24])[CH3:2], predict the reactants needed to synthesize it. (8) Given the product [CH3:1][O:2][CH:3]1[CH2:12][CH2:11][C:10]2[C:5](=[CH:6][CH:7]=[C:8]([C:13]#[C:14][C:18]3[CH:19]=[CH:20][CH:21]=[C:16]([Br:15])[CH:17]=3)[CH:9]=2)[CH2:4]1, predict the reactants needed to synthesize it. The reactants are: [CH3:1][O:2][CH:3]1[CH2:12][CH2:11][C:10]2[C:5](=[CH:6][CH:7]=[C:8]([C:13]#[CH:14])[CH:9]=2)[CH2:4]1.[Br:15][C:16]1[CH:21]=[C:20](I)[CH:19]=[CH:18][CH:17]=1.Cl. (9) Given the product [I:1][C:2]1[CH:3]=[C:4]([CH:8]=[CH:9][C:10]=1[CH3:11])[CH:5]=[O:6], predict the reactants needed to synthesize it. The reactants are: [I:1][C:2]1[CH:3]=[C:4]([CH:8]=[CH:9][C:10]=1[CH3:11])[C:5](O)=[O:6].C(Cl)(=O)C(Cl)=O.[C@H](O)(C([O-])=O)[C@@H](O)C([O-])=O.[Na+].[K+].